This data is from Forward reaction prediction with 1.9M reactions from USPTO patents (1976-2016). The task is: Predict the product of the given reaction. (1) Given the reactants Cl.[CH:2]1([N:5]([CH:19]2[CH2:24][CH2:23][NH:22][CH2:21][CH2:20]2)[C:6](=[O:18])[C:7]2[CH:12]=[CH:11][C:10]([C:13]3[O:17][CH:16]=[N:15][CH:14]=3)=[CH:9][CH:8]=2)[CH2:4][CH2:3]1.Cl[C:26]1[CH:31]=[CH:30][C:29]([Cl:32])=[CH:28][N:27]=1, predict the reaction product. The product is: [Cl:32][C:29]1[CH:30]=[CH:31][C:26]([N:22]2[CH2:23][CH2:24][CH:19]([N:5]([CH:2]3[CH2:4][CH2:3]3)[C:6](=[O:18])[C:7]3[CH:8]=[CH:9][C:10]([C:13]4[O:17][CH:16]=[N:15][CH:14]=4)=[CH:11][CH:12]=3)[CH2:20][CH2:21]2)=[N:27][CH:28]=1. (2) Given the reactants [F:1][C:2]1[C:3]([F:46])=[CH:4][C:5]2[C:10]3[C:11]4[C:43](=[O:44])[NH:42][C:41](=[O:45])[C:12]=4[C:13]4[C:14]5[C:19]([N:20]([C@@H:22]6[O:36][C@H:35]([CH2:37][OH:38])[CH2:34][C@H:32](O)[C@H:23]6[O:24][CH2:25]C6C=CC=CC=6)[C:21]=4[C:9]=3[NH:8][C:6]=2[CH:7]=1)=[CH:18][C:17]([F:39])=[C:16]([F:40])[CH:15]=5.[C:60]1(P([C:60]2[CH:65]=[CH:64][CH:63]=[CH:62][CH:61]=2)[C:60]2[CH:65]=[CH:64][CH:63]=[CH:62][CH:61]=2)[CH:65]=[CH:64][CH:63]=[CH:62][CH:61]=1.N(C(OC(C)C)=O)=NC(OC(C)C)=O, predict the reaction product. The product is: [F:1][C:2]1[C:3]([F:46])=[CH:4][C:5]2[C:10]3[C:11]4[C:43](=[O:44])[NH:42][C:41](=[O:45])[C:12]=4[C:13]4[C:14]5[C:19]([N:20]([C@@H:22]6[O:36][C@@H:35]7[CH2:37][O:38][C@@H:32]([CH2:34]7)[C@H:23]6[O:24][CH2:25][C:60]6[CH:61]=[CH:62][CH:63]=[CH:64][CH:65]=6)[C:21]=4[C:9]=3[NH:8][C:6]=2[CH:7]=1)=[CH:18][C:17]([F:39])=[C:16]([F:40])[CH:15]=5. (3) Given the reactants [OH:1][C:2]1[CH:7]=[C:6]([O:8][CH3:9])[CH:5]=[CH:4][C:3]=1[C:10](=[O:19])/[CH:11]=[CH:12]/[C:13]1[CH:14]=[N:15][CH:16]=[CH:17][CH:18]=1.Cl.O, predict the reaction product. The product is: [CH3:9][O:8][C:6]1[CH:7]=[C:2]2[C:3]([C:10](=[O:19])[CH2:11][CH:12]([C:13]3[CH:14]=[N:15][CH:16]=[CH:17][CH:18]=3)[O:1]2)=[CH:4][CH:5]=1. (4) Given the reactants [NH2:1][C:2]1[C:3]([N+:13]([O-:15])=[O:14])=[C:4]([CH:9]=[CH:10][C:11]=1[Br:12])[C:5]([O:7][CH3:8])=[O:6].[C:16](O[C:16](=[O:21])[C:17]([CH3:20])([CH3:19])[CH3:18])(=[O:21])[C:17]([CH3:20])([CH3:19])[CH3:18].S(=O)(=O)(O)O, predict the reaction product. The product is: [Br:12][C:11]1[CH:10]=[CH:9][C:4]([C:5]([O:7][CH3:8])=[O:6])=[C:3]([N+:13]([O-:15])=[O:14])[C:2]=1[NH:1][C:16](=[O:21])[C:17]([CH3:20])([CH3:19])[CH3:18]. (5) The product is: [Cl:36][C:37]1[CH:45]=[CH:44][CH:43]=[C:42]([CH3:46])[C:38]=1[C:39]([NH:22][C@H:21]([C:23]([OH:25])=[O:24])[CH2:20][C:19]1[CH:18]=[CH:17][C:16]([C:13]2[CH2:12][CH2:11][N:10]([S:7]([C:3]3[CH:2]=[N:1][CH:6]=[CH:5][CH:4]=3)(=[O:8])=[O:9])[CH2:15][CH:14]=2)=[CH:28][CH:27]=1)=[O:40]. Given the reactants [N:1]1[CH:6]=[CH:5][CH:4]=[C:3]([S:7]([N:10]2[CH2:15][CH:14]=[C:13]([C:16]3[CH:28]=[CH:27][C:19]([CH2:20][C@@H:21]([C:23]([O:25]C)=[O:24])[NH2:22])=[CH:18][CH:17]=3)[CH2:12][CH2:11]2)(=[O:9])=[O:8])[CH:2]=1.C(N(CC)CC)C.[Cl:36][C:37]1[CH:45]=[CH:44][CH:43]=[C:42]([CH3:46])[C:38]=1[C:39](O)=[O:40].CN(C(ON1N=NC2C=CC=NC1=2)=[N+](C)C)C.F[P-](F)(F)(F)(F)F, predict the reaction product.